Dataset: Forward reaction prediction with 1.9M reactions from USPTO patents (1976-2016). Task: Predict the product of the given reaction. (1) Given the reactants C([O:8][C:9]1[CH:14]=[CH:13][N:12]([CH2:15][C:16]2[CH:21]=[CH:20][CH:19]=[C:18]([F:22])[CH:17]=2)[C:11](=[O:23])[CH:10]=1)C1C=CC=CC=1, predict the reaction product. The product is: [F:22][C:18]1[CH:17]=[C:16]([CH:21]=[CH:20][CH:19]=1)[CH2:15][N:12]1[CH:13]=[CH:14][C:9]([OH:8])=[CH:10][C:11]1=[O:23]. (2) Given the reactants [C:1]1([P:7]([C:14]2[CH:19]=[CH:18][CH:17]=[CH:16][CH:15]=2)[C:8]2[CH:13]=[CH:12][CH:11]=[CH:10][CH:9]=2)[CH:6]=[CH:5][CH:4]=[CH:3][CH:2]=1.[Cl:20][C:21]1[S:22][C:23]([Cl:28])=[CH:24][C:25]=1[CH2:26]Cl.C(OCC)C, predict the reaction product. The product is: [Cl-:20].[Cl:20][C:21]1[S:22][C:23]([Cl:28])=[CH:24][C:25]=1[CH2:26][P+:7]([C:1]1[CH:2]=[CH:3][CH:4]=[CH:5][CH:6]=1)([C:8]1[CH:13]=[CH:12][CH:11]=[CH:10][CH:9]=1)[C:14]1[CH:15]=[CH:16][CH:17]=[CH:18][CH:19]=1.